This data is from Merck oncology drug combination screen with 23,052 pairs across 39 cell lines. The task is: Regression. Given two drug SMILES strings and cell line genomic features, predict the synergy score measuring deviation from expected non-interaction effect. (1) Drug 1: NC1CCCCC1N.O=C(O)C(=O)O.[Pt+2]. Drug 2: Cn1cc(-c2cnn3c(N)c(Br)c(C4CCCNC4)nc23)cn1. Cell line: HCT116. Synergy scores: synergy=19.2. (2) Drug 1: NC(=O)c1cccc2cn(-c3ccc(C4CCCNC4)cc3)nc12. Drug 2: Cn1c(=O)n(-c2ccc(C(C)(C)C#N)cc2)c2c3cc(-c4cnc5ccccc5c4)ccc3ncc21. Cell line: UWB1289BRCA1. Synergy scores: synergy=22.9. (3) Cell line: SKOV3. Drug 1: CCC1(O)CC2CN(CCc3c([nH]c4ccccc34)C(C(=O)OC)(c3cc4c(cc3OC)N(C)C3C(O)(C(=O)OC)C(OC(C)=O)C5(CC)C=CCN6CCC43C65)C2)C1. Synergy scores: synergy=17.3. Drug 2: CS(=O)(=O)CCNCc1ccc(-c2ccc3ncnc(Nc4ccc(OCc5cccc(F)c5)c(Cl)c4)c3c2)o1. (4) Drug 1: CN(Cc1cnc2nc(N)nc(N)c2n1)c1ccc(C(=O)NC(CCC(=O)O)C(=O)O)cc1. Drug 2: COC1CC2CCC(C)C(O)(O2)C(=O)C(=O)N2CCCCC2C(=O)OC(C(C)CC2CCC(OP(C)(C)=O)C(OC)C2)CC(=O)C(C)C=C(C)C(O)C(OC)C(=O)C(C)CC(C)C=CC=CC=C1C. Cell line: SKMES1. Synergy scores: synergy=-6.02. (5) Drug 1: Cn1nnc2c(C(N)=O)ncn2c1=O. Drug 2: C#Cc1cccc(Nc2ncnc3cc(OCCOC)c(OCCOC)cc23)c1. Cell line: SW620. Synergy scores: synergy=15.7. (6) Drug 1: CCN(CC)CCNC(=O)c1c(C)[nH]c(C=C2C(=O)Nc3ccc(F)cc32)c1C. Drug 2: CS(=O)(=O)CCNCc1ccc(-c2ccc3ncnc(Nc4ccc(OCc5cccc(F)c5)c(Cl)c4)c3c2)o1. Cell line: NCIH1650. Synergy scores: synergy=26.4. (7) Drug 1: O=C(NOCC(O)CO)c1ccc(F)c(F)c1Nc1ccc(I)cc1F. Drug 2: CCc1cnn2c(NCc3ccc[n+]([O-])c3)cc(N3CCCCC3CCO)nc12. Cell line: HT29. Synergy scores: synergy=-0.555. (8) Drug 1: O=S1(=O)NC2(CN1CC(F)(F)F)C1CCC2Cc2cc(C=CCN3CCC(C(F)(F)F)CC3)ccc2C1. Drug 2: CCN(CC)CCNC(=O)c1c(C)[nH]c(C=C2C(=O)Nc3ccc(F)cc32)c1C. Cell line: MSTO. Synergy scores: synergy=7.14. (9) Drug 1: C=CCn1c(=O)c2cnc(Nc3ccc(N4CCN(C)CC4)cc3)nc2n1-c1cccc(C(C)(C)O)n1. Drug 2: Cn1cc(-c2cnn3c(N)c(Br)c(C4CCCNC4)nc23)cn1. Cell line: CAOV3. Synergy scores: synergy=19.7.